Dataset: Full USPTO retrosynthesis dataset with 1.9M reactions from patents (1976-2016). Task: Predict the reactants needed to synthesize the given product. Given the product [Br:8][C:6]1[CH:7]=[C:2]([NH:10][C@H:11]2[CH2:16][CH2:15][CH2:14][CH2:13][C@H:12]2[C:17]([NH:19][CH2:20][C:21]([F:22])([F:23])[F:24])=[O:18])[CH:3]=[N:4][CH:5]=1, predict the reactants needed to synthesize it. The reactants are: Br[C:2]1[CH:3]=[N:4][CH:5]=[C:6]([Br:8])[CH:7]=1.Cl.[NH2:10][C@H:11]1[CH2:16][CH2:15][CH2:14][CH2:13][C@H:12]1[C:17]([NH:19][CH2:20][C:21]([F:24])([F:23])[F:22])=[O:18].C(=O)([O-])[O-].[K+].[K+].N1CCC[C@H]1C(O)=O.